From a dataset of Full USPTO retrosynthesis dataset with 1.9M reactions from patents (1976-2016). Predict the reactants needed to synthesize the given product. (1) Given the product [CH3:1][O:2][CH2:3][CH2:4][C:5]1[N:6]([CH2:19][CH2:20][O:21][CH2:22][CH2:23][NH:24][CH3:25])[C:7]2[C:16]3[CH2:15][CH2:14][CH2:13][CH2:12][C:11]=3[N:10]=[C:9]([NH2:17])[C:8]=2[N:18]=1, predict the reactants needed to synthesize it. The reactants are: [CH3:1][O:2][CH2:3][CH2:4][C:5]1[N:6]([CH2:19][CH2:20][O:21][CH2:22][CH2:23][NH:24][CH3:25])[C:7]2[C:16]3[CH:15]=[CH:14][CH:13]=[CH:12][C:11]=3[N:10]=[C:9]([NH2:17])[C:8]=2[N:18]=1. (2) Given the product [CH3:25][C:15]1[CH:20]=[CH:19][C:18]([S:21]([O:8][CH2:7][C@H:2]2[CH2:3][O:4][CH2:5][CH2:6][O:1]2)(=[O:23])=[O:22])=[CH:17][CH:16]=1, predict the reactants needed to synthesize it. The reactants are: [O:1]1[CH2:6][CH2:5][O:4][CH2:3][C@@H:2]1[CH2:7][OH:8].N1C=CC=CC=1.[C:15]1([CH3:25])[CH:20]=[CH:19][C:18]([S:21](Cl)(=[O:23])=[O:22])=[CH:17][CH:16]=1. (3) The reactants are: C(O)(=O)C.NN.C([S:10][C@@H:11]1[CH2:15][N:14]([CH3:16])[C@H:13]([C:17]([N:19]2[CH2:23][CH2:22][C@H:21]([NH:24][C:25](=[O:57])[CH2:26][NH:27][C:28]([NH:43][C:44]([O:46][CH2:47][C:48]3[CH:53]=[CH:52][C:51]([N+:54]([O-:56])=[O:55])=[CH:50][CH:49]=3)=[O:45])=[N:29][C:30]([O:32][CH2:33][C:34]3[CH:39]=[CH:38][C:37]([N+:40]([O-:42])=[O:41])=[CH:36][CH:35]=3)=[O:31])[CH2:20]2)=[O:18])[CH2:12]1)(=O)C.[OH:58][C@@H:59]([C@H:61]1[C:96](=[O:97])[N:63]2[C:64]([C:83]([O:85][CH2:86][C:87]3[CH:92]=[CH:91][C:90]([N+:93]([O-:95])=[O:94])=[CH:89][CH:88]=3)=[O:84])=[C:65](OP(C3C=CC=CC=3)(C3C=CC=CC=3)=O)[C@H:66]([CH3:67])[C@H:62]12)[CH3:60].C(N(CC)C(C)C)(C)C.C(=O)([O-])O.[Na+]. Given the product [N+:40]([C:37]1[CH:38]=[CH:39][C:34]([CH2:33][O:32][C:30]([N:29]=[C:28]([NH:43][C:44]([O:46][CH2:47][C:48]2[CH:53]=[CH:52][C:51]([N+:54]([O-:56])=[O:55])=[CH:50][CH:49]=2)=[O:45])[NH:27][CH2:26][C:25]([NH:24][C@H:21]2[CH2:22][CH2:23][N:19]([C:17]([C@@H:13]3[CH2:12][C@H:11]([S:10][C:65]4[C@H:66]([CH3:67])[C@@H:62]5[C@@H:61]([C@H:59]([OH:58])[CH3:60])[C:96](=[O:97])[N:63]5[C:64]=4[C:83]([O:85][CH2:86][C:87]4[CH:88]=[CH:89][C:90]([N+:93]([O-:95])=[O:94])=[CH:91][CH:92]=4)=[O:84])[CH2:15][N:14]3[CH3:16])=[O:18])[CH2:20]2)=[O:57])=[O:31])=[CH:35][CH:36]=1)([O-:42])=[O:41], predict the reactants needed to synthesize it. (4) The reactants are: [CH3:1][C:2]1[NH:3][C:4]([NH2:7])=[N:5][N:6]=1.[S:8]1[CH2:13][CH2:12][C:11](=O)[CH2:10][CH2:9]1.C([BH3-])#N.[Na+].O. Given the product [CH3:1][C:2]1[NH:3][C:4]([NH:7][CH:11]2[CH2:12][CH2:13][S:8][CH2:9][CH2:10]2)=[N:5][N:6]=1, predict the reactants needed to synthesize it. (5) Given the product [CH2:22]([S:29][CH2:30][C:31]1[C:40]2[C:35](=[CH:36][CH:37]=[C:38]([C:41]3[CH:46]=[CH:45][S:14][CH:42]=3)[CH:39]=2)[NH:34][C:33]([CH3:48])([CH3:47])[CH:32]=1)[CH:23]=[CH2:24], predict the reactants needed to synthesize it. The reactants are: CC1(C)C=C(C)C2C(=CC=C(O[S:14](C(F)(F)F)(=O)=O)C=2)N1.[CH2:22]([S:29][CH2:30][C:31]1[C:40]2[C:35](=[CH:36][CH:37]=[C:38]([C:41]3[CH:46]=[CH:45]C=C[CH:42]=3)[CH:39]=2)[NH:34][C:33]([CH3:48])([CH3:47])[CH:32]=1)[C:23]1C=CC=C[CH:24]=1.C1(B(O)O)C=CC=CC=1.C1(CCS)C=CC=CC=1. (6) Given the product [F:36][C:2]([F:1])([F:37])[C:3]1[CH:4]=[C:5]([CH:29]=[C:30]([C:32]([F:35])([F:34])[F:33])[CH:31]=1)[CH2:6][N:7]([CH2:14][C:15]1[C:16]([CH:25]([OH:28])[CH2:26][CH3:27])=[N:17][CH:18]=[C:19]([C:21]([F:22])([F:23])[F:24])[CH:20]=1)[C:8]1[N:9]=[N:10][N:11]([CH3:13])[N:12]=1, predict the reactants needed to synthesize it. The reactants are: [F:1][C:2]([F:37])([F:36])[C:3]1[CH:4]=[C:5]([CH:29]=[C:30]([C:32]([F:35])([F:34])[F:33])[CH:31]=1)[CH2:6][N:7]([CH2:14][C:15]1[C:16]([C:25](=[O:28])[CH2:26][CH3:27])=[N:17][CH:18]=[C:19]([C:21]([F:24])([F:23])[F:22])[CH:20]=1)[C:8]1[N:9]=[N:10][N:11]([CH3:13])[N:12]=1.[BH4-].[Na+].[NH4+].[Cl-].